From a dataset of Peptide-MHC class I binding affinity with 185,985 pairs from IEDB/IMGT. Regression. Given a peptide amino acid sequence and an MHC pseudo amino acid sequence, predict their binding affinity value. This is MHC class I binding data. The peptide sequence is EVMPVSMAK. The MHC is HLA-A02:06 with pseudo-sequence HLA-A02:06. The binding affinity (normalized) is 0.00639.